Dataset: Reaction yield outcomes from USPTO patents with 853,638 reactions. Task: Predict the reaction yield, written as a fraction of the theoretical maximum amount of product (1.0 means a 100% yield; for example, 0.34 means a 34% yield). (1) The reactants are [N+:1]([C:4]1[CH:12]=[C:11]2[C:7]([CH:8]=[CH:9][NH:10]2)=[CH:6][CH:5]=1)([O-:3])=[O:2].CCN(C(C)C)C(C)C.[C:22](Br)([CH3:25])([CH3:24])[CH3:23]. The catalyst is CCCC[N+](CCCC)(CCCC)CCCC.[I-].C1(C)C=CC=CC=1.[O-]S(C(F)(F)F)(=O)=O.[Zn+2].[O-]S(C(F)(F)F)(=O)=O. The product is [C:22]([C:8]1[C:7]2[C:11](=[CH:12][C:4]([N+:1]([O-:3])=[O:2])=[CH:5][CH:6]=2)[NH:10][CH:9]=1)([CH3:25])([CH3:24])[CH3:23]. The yield is 0.190. (2) The reactants are [Cl:1][C:2]1[C:7]([N+:8]([O-:10])=[O:9])=[C:6](N)[CH:5]=[C:4]([Cl:12])[N:3]=1.[ClH:13].N([O-])=O.[Na+].[OH-].[Na+]. No catalyst specified. The product is [Cl:1][C:2]1[C:7]([N+:8]([O-:10])=[O:9])=[C:6]([Cl:13])[CH:5]=[C:4]([Cl:12])[N:3]=1. The yield is 0.807. (3) The reactants are Cl[C:2]1[CH:7]=[C:6]([O:8][C:9]2[C:14]([F:15])=[CH:13][C:12]([NH:16][C:17]([C:19]3[C:20](=[O:35])[N:21]([C:28]4[CH:33]=[CH:32][C:31]([F:34])=[CH:30][CH:29]=4)[CH:22]=[CH:23][C:24]=3[O:25][CH2:26][CH3:27])=[O:18])=[C:11]([F:36])[CH:10]=2)[CH:5]=[CH:4][N:3]=1.[C:37]([NH2:42])(=[O:41])[CH:38]([CH3:40])[CH3:39].CC1(C)C2C(=C(P(C3C=CC=CC=3)C3C=CC=CC=3)C=CC=2)OC2C(P(C3C=CC=CC=3)C3C=CC=CC=3)=CC=CC1=2.C([O-])([O-])=O.[Cs+].[Cs+]. The catalyst is C1C=CC(/C=C/C(/C=C/C2C=CC=CC=2)=O)=CC=1.C1C=CC(/C=C/C(/C=C/C2C=CC=CC=2)=O)=CC=1.C1C=CC(/C=C/C(/C=C/C2C=CC=CC=2)=O)=CC=1.[Pd].[Pd].O1CCOCC1. The product is [F:36][C:11]1[CH:10]=[C:9]([O:8][C:6]2[CH:5]=[CH:4][N:3]=[C:2]([NH:42][C:37](=[O:41])[CH:38]([CH3:40])[CH3:39])[CH:7]=2)[C:14]([F:15])=[CH:13][C:12]=1[NH:16][C:17]([C:19]1[C:20](=[O:35])[N:21]([C:28]2[CH:33]=[CH:32][C:31]([F:34])=[CH:30][CH:29]=2)[CH:22]=[CH:23][C:24]=1[O:25][CH2:26][CH3:27])=[O:18]. The yield is 0.350. (4) The reactants are [C:1]([OH:9])(=[O:8])[C:2]1[CH:7]=[CH:6][CH:5]=[CH:4][CH:3]=1.C(N(C(C)C)CC)(C)C.ClC1C=C(Cl)C=C(Cl)C=1C(Cl)=O.O[C@@H:32]1[CH2:37][C@@H:36]([CH2:38][CH2:39][CH2:40][CH:41]=[CH2:42])[O:35][C@:34]([C@@H:45]2[CH2:49][S:48][C:47](=[O:50])[N:46]2[CH2:51][C:52]2[CH:57]=[CH:56][C:55]([O:58][CH3:59])=[CH:54][CH:53]=2)([O:43][CH3:44])[CH2:33]1. The catalyst is C1(C)C=CC=CC=1.CN(C1C=CN=CC=1)C.CCOCC. The product is [C:1]([O:9][C@@H:32]1[CH2:37][C@@H:36]([CH2:38][CH2:39][CH2:40][CH:41]=[CH2:42])[O:35][C@@:34]([O:43][CH3:44])([C@@H:45]2[CH2:49][S:48][C:47](=[O:50])[N:46]2[CH2:51][C:52]2[CH:53]=[CH:54][C:55]([O:58][CH3:59])=[CH:56][CH:57]=2)[CH2:33]1)(=[O:8])[C:2]1[CH:7]=[CH:6][CH:5]=[CH:4][CH:3]=1. The yield is 0.810.